This data is from Full USPTO retrosynthesis dataset with 1.9M reactions from patents (1976-2016). The task is: Predict the reactants needed to synthesize the given product. (1) Given the product [K+:5].[CH2:7]([N:14]1[C:21]2[CH:20]=[C:19]([C:22]([O-:24])=[O:23])[NH:18][C:17]=2[CH:16]=[CH:15]1)[C:8]1[CH:9]=[CH:10][CH:11]=[CH:12][CH:13]=1, predict the reactants needed to synthesize it. The reactants are: C([O-])([O-])=O.[K+:5].[K+].[CH2:7]([N:14]1[C:21]2[CH:20]=[C:19]([C:22]([OH:24])=[O:23])[NH:18][C:17]=2[CH:16]=[CH:15]1)[C:8]1[CH:13]=[CH:12][CH:11]=[CH:10][CH:9]=1. (2) Given the product [S:1]1[C:5]2[CH:6]=[CH:7][CH:8]=[CH:9][C:4]=2[CH:3]=[C:2]1[S:10]([NH:14][C:15]1[CH:16]=[C:17]([CH:21]=[CH:22][CH:23]=1)[C:18]([OH:20])=[O:19])(=[O:12])=[O:11], predict the reactants needed to synthesize it. The reactants are: [S:1]1[C:5]2[CH:6]=[CH:7][CH:8]=[CH:9][C:4]=2[CH:3]=[C:2]1[S:10](Cl)(=[O:12])=[O:11].[NH2:14][C:15]1[CH:16]=[C:17]([CH:21]=[CH:22][CH:23]=1)[C:18]([OH:20])=[O:19]. (3) Given the product [CH2:35]([O:38][C:39]1[CH:44]=[C:43]([CH:42]=[CH:41][C:40]=1[Cl:47])[CH2:45][O:1][CH:2]1[CH:7]([C:8]2[CH:13]=[CH:12][C:11]([O:14][CH2:15][CH2:16][CH2:17][O:18][CH2:19][C:20]3[CH:25]=[CH:24][CH:23]=[CH:22][C:21]=3[O:26][CH3:27])=[CH:10][CH:9]=2)[CH2:6][CH2:5][N:4]([C:28]([O:30][C:31]([CH3:34])([CH3:33])[CH3:32])=[O:29])[CH2:3]1)[CH:36]=[CH2:37], predict the reactants needed to synthesize it. The reactants are: [OH:1][CH:2]1[CH:7]([C:8]2[CH:13]=[CH:12][C:11]([O:14][CH2:15][CH2:16][CH2:17][O:18][CH2:19][C:20]3[CH:25]=[CH:24][CH:23]=[CH:22][C:21]=3[O:26][CH3:27])=[CH:10][CH:9]=2)[CH2:6][CH2:5][N:4]([C:28]([O:30][C:31]([CH3:34])([CH3:33])[CH3:32])=[O:29])[CH2:3]1.[CH2:35]([O:38][C:39]1[CH:44]=[C:43]([CH2:45]Cl)[CH:42]=[CH:41][C:40]=1[Cl:47])[CH:36]=[CH2:37]. (4) Given the product [OH:1][C:2]1[C:7]([C:8]2[S:9][CH:10]=[CH:11][CH:12]=2)=[N:6][N:5]([CH2:13][CH2:14][CH:15]([CH3:16])[CH3:17])[C:4](=[O:18])[C:3]=1[C:19]1[NH:24][C:23]2[CH:25]=[CH:26][C:27]([CH2:29][CH2:30][S:31]([CH3:34])(=[O:33])=[O:32])=[CH:28][C:22]=2[S:21](=[O:36])(=[O:35])[N:20]=1, predict the reactants needed to synthesize it. The reactants are: [OH:1][C:2]1[C:7]([C:8]2[S:9][CH:10]=[CH:11][CH:12]=2)=[N:6][N:5]([CH2:13][CH2:14][CH:15]([CH3:17])[CH3:16])[C:4](=[O:18])[C:3]=1[C:19]1[NH:24][C:23]2[CH:25]=[CH:26][C:27]([CH:29]=[CH:30][S:31]([CH3:34])(=[O:33])=[O:32])=[CH:28][C:22]=2[S:21](=[O:36])(=[O:35])[N:20]=1.